This data is from Catalyst prediction with 721,799 reactions and 888 catalyst types from USPTO. The task is: Predict which catalyst facilitates the given reaction. (1) Reactant: C(O)(=O)C.Br.C(OP([N:14]1[CH2:27][CH2:26][N:25]([S:28]([C:31]2[CH:36]=[CH:35][CH:34]=[CH:33][C:32]=2[N+:37]([O-:39])=[O:38])(=[O:30])=[O:29])[CH2:24][CH2:23][CH2:22][CH:21]([F:40])[CH2:20][CH2:19][CH2:18][N:17]([S:41]([C:44]2[CH:49]=[CH:48][CH:47]=[CH:46][C:45]=2[N+:50]([O-:52])=[O:51])(=[O:43])=[O:42])[CH2:16][CH2:15]1)(=O)OCC)C. Product: [F:40][CH:21]1[CH2:22][CH2:23][CH2:24][N:25]([S:28]([C:31]2[CH:36]=[CH:35][CH:34]=[CH:33][C:32]=2[N+:37]([O-:39])=[O:38])(=[O:29])=[O:30])[CH2:26][CH2:27][NH:14][CH2:15][CH2:16][N:17]([S:41]([C:44]2[CH:49]=[CH:48][CH:47]=[CH:46][C:45]=2[N+:50]([O-:52])=[O:51])(=[O:42])=[O:43])[CH2:18][CH2:19][CH2:20]1. The catalyst class is: 27. (2) Reactant: O[CH2:2][C:3]1[CH:4]=[C:5]([CH:13]=[CH:14][CH:15]=1)[O:6][C@H:7]([CH3:12])[C:8]([O:10][CH3:11])=[O:9].[NH:16]([C:24]([O:26][C:27]([CH3:30])([CH3:29])[CH3:28])=[O:25])[C:17]([O:19][C:20]([CH3:23])([CH3:22])[CH3:21])=[O:18].C1(P(C2C=CC=CC=2)C2C=CC=CC=2)C=CC=CC=1.N(C(OC(C)C)=O)=NC(OC(C)C)=O. Product: [C:27]([O:26][C:24]([N:16]([CH2:2][C:3]1[CH:4]=[C:5]([CH:13]=[CH:14][CH:15]=1)[O:6][C@H:7]([CH3:12])[C:8]([O:10][CH3:11])=[O:9])[C:17]([O:19][C:20]([CH3:23])([CH3:22])[CH3:21])=[O:18])=[O:25])([CH3:30])([CH3:29])[CH3:28]. The catalyst class is: 11. (3) Reactant: [OH-].[Na+].[C:3]([C:5]1[C:14]2[C:9](=[CH:10][CH:11]=[CH:12][CH:13]=2)[C:8]([C:15]2[CH:16]=[N:17][CH:18]=[CH:19][C:20]=2[S:21][C:22]([CH3:29])([CH3:28])[C:23]([O:25]CC)=[O:24])=[CH:7][CH:6]=1)#[N:4]. Product: [C:3]([C:5]1[C:14]2[C:9](=[CH:10][CH:11]=[CH:12][CH:13]=2)[C:8]([C:15]2[CH:16]=[N:17][CH:18]=[CH:19][C:20]=2[S:21][C:22]([CH3:29])([CH3:28])[C:23]([OH:25])=[O:24])=[CH:7][CH:6]=1)#[N:4]. The catalyst class is: 5. (4) Reactant: [CH3:1][C:2]1[CH:3]=[CH:4][C:5]([O:8][C:9]2[CH:10]=[C:11]([CH2:15]O)[CH:12]=[CH:13][CH:14]=2)=[N:6][CH:7]=1.S(Cl)([Cl:19])=O.C(=O)(O)[O-].[Na+]. Product: [Cl:19][CH2:15][C:11]1[CH:10]=[C:9]([CH:14]=[CH:13][CH:12]=1)[O:8][C:5]1[CH:4]=[CH:3][C:2]([CH3:1])=[CH:7][N:6]=1. The catalyst class is: 4. (5) Reactant: Cl[C:2]1[CH:7]=[C:6]([C:8]2[N:12]3[CH:13]=[C:14]([F:17])[CH:15]=[CH:16][C:11]3=[N:10][C:9]=2[C:18]([F:21])([F:20])[F:19])[N:5]=[C:4]([NH:22][C:23]2[CH:28]=[CH:27][C:26]([C:29]([F:32])([F:31])[F:30])=[CH:25][CH:24]=2)[N:3]=1.[NH4+:33].[OH-]. Product: [F:17][C:14]1[CH:15]=[CH:16][C:11]2[N:12]([C:8]([C:6]3[N:5]=[C:4]([NH:22][C:23]4[CH:28]=[CH:27][C:26]([C:29]([F:32])([F:31])[F:30])=[CH:25][CH:24]=4)[N:3]=[C:2]([NH2:33])[CH:7]=3)=[C:9]([C:18]([F:21])([F:20])[F:19])[N:10]=2)[CH:13]=1. The catalyst class is: 10. (6) Reactant: C([O:5][C:6](=[O:43])[CH2:7][CH2:8][C@H:9]([NH:13][C:14]([C:16]1[CH:20]=[C:19]([O:21][CH2:22][C:23]([N:25]2[CH2:29][CH2:28][CH2:27][C@H:26]2[C:30](=[O:36])[NH:31][CH:32]2[CH2:35][CH2:34][CH2:33]2)=[O:24])[N:18]([C:37]2[CH:42]=[CH:41][CH:40]=[CH:39][CH:38]=2)[N:17]=1)=[O:15])[C:10](O)=[O:11])(C)(C)C.CCN(C(C)C)C(C)C.CN(C(ON1N=NC2C=CC=NC1=2)=[N+](C)C)C.F[P-](F)(F)(F)(F)F.[CH2:77]([O:84][C:85]([N:87]1[CH2:92][CH2:91][NH:90][CH2:89][CH2:88]1)=[O:86])[C:78]1[CH:83]=[CH:82][CH:81]=[CH:80][CH:79]=1. Product: [CH2:77]([O:84][C:85]([N:87]1[CH2:92][CH2:91][N:90]([C:10](=[O:11])[C@@H:9]([NH:13][C:14]([C:16]2[CH:20]=[C:19]([O:21][CH2:22][C:23]([N:25]3[CH2:29][CH2:28][CH2:27][C@H:26]3[C:30](=[O:36])[NH:31][CH:32]3[CH2:33][CH2:34][CH2:35]3)=[O:24])[N:18]([C:37]3[CH:38]=[CH:39][CH:40]=[CH:41][CH:42]=3)[N:17]=2)=[O:15])[CH2:8][CH2:7][C:6]([OH:5])=[O:43])[CH2:89][CH2:88]1)=[O:86])[C:78]1[CH:83]=[CH:82][CH:81]=[CH:80][CH:79]=1. The catalyst class is: 3.